Dataset: Full USPTO retrosynthesis dataset with 1.9M reactions from patents (1976-2016). Task: Predict the reactants needed to synthesize the given product. (1) Given the product [Cl:11][C:12]1[CH:17]=[CH:16][CH:15]=[CH:14][C:13]=1[N:18]1[C:22]([O:23][C:2]2[C:7]([N+:8]([O-:10])=[O:9])=[CH:6][CH:5]=[CH:4][N:3]=2)=[CH:21][C:20]([CH3:24])=[N:19]1, predict the reactants needed to synthesize it. The reactants are: Cl[C:2]1[C:7]([N+:8]([O-:10])=[O:9])=[CH:6][CH:5]=[CH:4][N:3]=1.[Cl:11][C:12]1[CH:17]=[CH:16][CH:15]=[CH:14][C:13]=1[N:18]1[C:22]([OH:23])=[CH:21][C:20]([CH3:24])=[N:19]1.C(=O)([O-])[O-].[K+].[K+].O. (2) Given the product [CH3:24][CH:25]1[CH2:30][CH2:29][CH2:28][CH2:27][N:26]1[CH2:31][CH2:32][CH2:33][NH:34][C:18]([C:12]1[CH:11]=[C:10]2[C:15]([C:16](=[O:17])[N:7]([CH2:6][C:5]3[CH:22]=[CH:23][C:2]([Cl:1])=[CH:3][CH:4]=3)[C:8](=[O:21])[NH:9]2)=[CH:14][CH:13]=1)=[O:19], predict the reactants needed to synthesize it. The reactants are: [Cl:1][C:2]1[CH:23]=[CH:22][C:5]([CH2:6][N:7]2[C:16](=[O:17])[C:15]3[C:10](=[CH:11][C:12]([C:18](O)=[O:19])=[CH:13][CH:14]=3)[NH:9][C:8]2=[O:21])=[CH:4][CH:3]=1.[CH3:24][CH:25]1[CH2:30][CH2:29][CH2:28][CH2:27][N:26]1[CH2:31][CH2:32][CH2:33][NH2:34]. (3) Given the product [CH3:1][O:2][C:3](=[O:22])[CH2:4][C:5]1[C:14]([CH2:15][CH3:16])=[C:13]([O:17][C:18](=[O:20])[CH3:19])[C:12]2[C:7](=[CH:8][CH:9]=[C:10]([F:21])[CH:11]=2)[CH:6]=1, predict the reactants needed to synthesize it. The reactants are: [CH3:1][O:2][C:3](=[O:22])[CH2:4][C:5]1[C:14]([C:15]#[CH:16])=[C:13]([O:17][C:18](=[O:20])[CH3:19])[C:12]2[C:7](=[CH:8][CH:9]=[C:10]([F:21])[CH:11]=2)[CH:6]=1.[H][H]. (4) Given the product [Br:1][C:2]1[C:3]([F:27])=[C:4]2[C:24](=[CH:25][CH:26]=1)[C:8]1[NH:9][C:10]([C@@H:12]3[CH2:16][CH2:15][CH2:14][N:13]3[C:17](=[O:18])[C@@H:34]([NH:33][C:31](=[O:32])[O:30][CH3:29])[CH:38]([CH3:40])[CH3:39])=[N:11][C:7]=1[CH:6]=[CH:5]2, predict the reactants needed to synthesize it. The reactants are: [Br:1][C:2]1[C:3]([F:27])=[C:4]2[C:24](=[CH:25][CH:26]=1)[C:8]1[NH:9][C:10]([C@@H:12]3[CH2:16][CH2:15][CH2:14][N:13]3[C:17](OC(C)(C)C)=[O:18])=[N:11][C:7]=1[CH:6]=[CH:5]2.Cl.[CH3:29][O:30][C:31]([NH:33][C@@H:34]([CH:38]([CH3:40])[CH3:39])C(O)=O)=[O:32].CN(C(ON1N=NC2C=CC=NC1=2)=[N+](C)C)C.F[P-](F)(F)(F)(F)F.CCN(C(C)C)C(C)C. (5) Given the product [Br:1][C:2]1[CH:3]=[C:4]2[C:8](=[CH:9][CH:10]=1)[N:7]([C:12]1[CH:17]=[CH:16][CH:15]=[CH:14][N:13]=1)[N:6]=[CH:5]2, predict the reactants needed to synthesize it. The reactants are: [Br:1][C:2]1[CH:3]=[C:4]2[C:8](=[CH:9][CH:10]=1)[NH:7][N:6]=[CH:5]2.F[C:12]1[CH:17]=[CH:16][CH:15]=[CH:14][N:13]=1.